From a dataset of Full USPTO retrosynthesis dataset with 1.9M reactions from patents (1976-2016). Predict the reactants needed to synthesize the given product. (1) Given the product [C:1]([O:5][C:6]([N:7]1[C:8]2=[CH:9][N:10]=[CH:11][CH:12]=[C:13]2[CH:38]=[C:37]1[CH2:36][N:18]1[CH2:19][CH2:20][C@H:21]([NH:22][S:23]([C:26]2[S:30][C:29]3[CH:31]=[C:32]([Cl:35])[CH:33]=[CH:34][C:28]=3[CH:27]=2)(=[O:25])=[O:24])[C:17]1=[O:16])=[O:15])([CH3:4])([CH3:3])[CH3:2], predict the reactants needed to synthesize it. The reactants are: [C:1]([O:5][C:6](=[O:15])[NH:7][C:8]1[CH:9]=[N:10][CH:11]=[CH:12][C:13]=1I)([CH3:4])([CH3:3])[CH3:2].[O:16]=[C:17]1[C@@H:21]([NH:22][S:23]([C:26]2[S:30][C:29]3[CH:31]=[C:32]([Cl:35])[CH:33]=[CH:34][C:28]=3[CH:27]=2)(=[O:25])=[O:24])[CH2:20][CH2:19][N:18]1[CH2:36][C:37]#[CH:38].C(N(CC)CC)C.C1CCN2C(=NCCC2)CC1. (2) Given the product [F:12][C:11]([F:13])([F:14])[C:8]1[CH:7]=[CH:6][C:5]([CH2:4][CH:3]=[O:2])=[CH:10][CH:9]=1, predict the reactants needed to synthesize it. The reactants are: C[O:2][CH:3]=[CH:4][C:5]1[CH:10]=[CH:9][C:8]([C:11]([F:14])([F:13])[F:12])=[CH:7][CH:6]=1.Cl.